From a dataset of Forward reaction prediction with 1.9M reactions from USPTO patents (1976-2016). Predict the product of the given reaction. (1) Given the reactants [NH2:1][CH2:2][C@@H:3]1[CH2:8][CH2:7][CH2:6][N:5]([C:9]2[C:18]3[C:13](=[CH:14][C:15]([CH3:19])=[CH:16][CH:17]=3)[N:12]=[C:11]([C:20]3[CH:25]=[CH:24][CH:23]=[CH:22][C:21]=3[OH:26])[N:10]=2)[CH2:4]1.Cl[C:28]([O:30][C@@H:31]1[CH2:35][CH2:34][O:33][CH2:32]1)=[O:29].C(N(CC)CC)C, predict the reaction product. The product is: [O:33]1[CH2:34][CH2:35][C@@H:31]([O:30][C:28](=[O:29])[NH:1][CH2:2][C@@H:3]2[CH2:8][CH2:7][CH2:6][N:5]([C:9]3[C:18]4[C:13](=[CH:14][C:15]([CH3:19])=[CH:16][CH:17]=4)[N:12]=[C:11]([C:20]4[CH:25]=[CH:24][CH:23]=[CH:22][C:21]=4[OH:26])[N:10]=3)[CH2:4]2)[CH2:32]1. (2) Given the reactants [NH2:1][C:2]1[C:3]([C:12]([N:14]([CH2:21][C:22]2[CH:27]=[CH:26][CH:25]=[CH:24][CH:23]=2)[C@H:15]([C:17]([O:19][CH3:20])=[O:18])[CH3:16])=[O:13])=[CH:4][C:5]2[C:10]([CH:11]=1)=[CH:9][CH:8]=[CH:7][CH:6]=2.C(N(CC)CC)C.[Cl:35][C:36]1[CH:41]=[CH:40][CH:39]=[C:38]([Cl:42])[C:37]=1[N:43]=[C:44]=[O:45], predict the reaction product. The product is: [Cl:35][C:36]1[CH:41]=[CH:40][CH:39]=[C:38]([Cl:42])[C:37]=1[NH:43][C:44]([NH:1][C:2]1[C:3]([C:12]([N:14]([CH2:21][C:22]2[CH:27]=[CH:26][CH:25]=[CH:24][CH:23]=2)[C@H:15]([C:17]([O:19][CH3:20])=[O:18])[CH3:16])=[O:13])=[CH:4][C:5]2[C:10]([CH:11]=1)=[CH:9][CH:8]=[CH:7][CH:6]=2)=[O:45]. (3) Given the reactants Br[C:2]1[CH:10]=[C:9]([CH3:11])[CH:8]=[C:7]2[C:3]=1[CH:4]=[N:5][N:6]2[C:12]1[CH:13]=[C:14]([CH:18]=[CH:19][CH:20]=1)[C:15]([OH:17])=[O:16].Cl.C(O)(=O)C.[NH3:26], predict the reaction product. The product is: [NH2:26][C:2]1[CH:10]=[C:9]([CH3:11])[CH:8]=[C:7]2[C:3]=1[CH:4]=[N:5][N:6]2[C:12]1[CH:13]=[C:14]([CH:18]=[CH:19][CH:20]=1)[C:15]([OH:17])=[O:16]. (4) Given the reactants Br[C:2]1[CH:3]=[C:4]2[C@@:15]3([CH2:20][CH2:19][O:18]/[C:17](=[N:21]\[C:22](=[O:29])[C:23]4[CH:28]=[CH:27][CH:26]=[CH:25][CH:24]=4)/[NH:16]3)[C:14]3[CH:13]=[C:12]([Cl:30])[N:11]=[C:10]([F:31])[C:9]=3[O:8][C:5]2=[CH:6][CH:7]=1.C1CCC(P(C2C(C3C=CC=CC=3)=CC=CC=2)C2CCCCC2)CC1.C[Si]([N-:61][Si](C)(C)C)(C)C.[Li+], predict the reaction product. The product is: [NH2:61][C:2]1[CH:3]=[C:4]2[C@@:15]3([CH2:20][CH2:19][O:18]/[C:17](=[N:21]\[C:22](=[O:29])[C:23]4[CH:28]=[CH:27][CH:26]=[CH:25][CH:24]=4)/[NH:16]3)[C:14]3[CH:13]=[C:12]([Cl:30])[N:11]=[C:10]([F:31])[C:9]=3[O:8][C:5]2=[CH:6][CH:7]=1. (5) Given the reactants [C:1]([C:4]1[CH:13]=[C:12]([Cl:14])[C:7]([C:8]([O:10][CH3:11])=[O:9])=[C:6]([Cl:15])[CH:5]=1)(=O)[NH2:2].N1C=CC=CC=1, predict the reaction product. The product is: [Cl:14][C:12]1[CH:13]=[C:4]([C:1]#[N:2])[CH:5]=[C:6]([Cl:15])[C:7]=1[C:8]([O:10][CH3:11])=[O:9]. (6) The product is: [Br:24][C:15]1[C:16](=[O:18])[CH2:17][C:3]2([CH2:1][CH3:2])[CH2:12][CH2:11][C:10]3[C:5](=[CH:6][CH:7]=[C:8]([O:13][CH3:14])[CH:9]=3)[C:4]=12. Given the reactants [CH2:1]([C:3]12[CH2:17][C:16](=[O:18])[CH:15]=[C:4]1[C:5]1[C:10]([CH2:11][CH2:12]2)=[CH:9][C:8]([O:13][CH3:14])=[CH:7][CH:6]=1)[CH3:2].C([O-])(O)=O.[Na+].[Br:24]Br, predict the reaction product. (7) Given the reactants [NH2:1][C:2]1[N:7]=[CH:6][N:5]=[C:4]2[N:8]([CH2:25][C@H:26]3[CH2:30][CH2:29][CH2:28][N:27]3[C:31](=[O:35])[CH2:32][C:33]#[N:34])[N:9]=[C:10]([C:11]3[CH:16]=[CH:15][C:14]([O:17][C:18]4[CH:23]=[CH:22][CH:21]=[CH:20][CH:19]=4)=[CH:13][C:12]=3[F:24])[C:3]=12.[CH:36]([C@@H:38]1[CH2:42][CH2:41][CH2:40][N:39]1[C:43]([O:45][C:46]([CH3:49])([CH3:48])[CH3:47])=[O:44])=O.N1CCCCC1, predict the reaction product. The product is: [NH2:1][C:2]1[N:7]=[CH:6][N:5]=[C:4]2[N:8]([CH2:25][C@H:26]3[CH2:30][CH2:29][CH2:28][N:27]3[C:31](=[O:35])[C:32]([C:33]#[N:34])=[CH:36][C@@H:38]3[CH2:42][CH2:41][CH2:40][N:39]3[C:43]([O:45][C:46]([CH3:47])([CH3:49])[CH3:48])=[O:44])[N:9]=[C:10]([C:11]3[CH:16]=[CH:15][C:14]([O:17][C:18]4[CH:19]=[CH:20][CH:21]=[CH:22][CH:23]=4)=[CH:13][C:12]=3[F:24])[C:3]=12.